Dataset: Full USPTO retrosynthesis dataset with 1.9M reactions from patents (1976-2016). Task: Predict the reactants needed to synthesize the given product. (1) Given the product [CH2:39]([N:36]([CH2:37][CH3:38])[CH2:35][CH2:34][NH:33][C:31](=[O:32])[C:30]1[CH:29]=[CH:28][C:27]([NH:26][C:2]2[C:11]3=[N:12][NH:13][CH:14]=[C:10]3[C:9]3[CH:8]=[C:7]([O:24][CH3:25])[CH:6]=[CH:5][C:4]=3[N:3]=2)=[CH:42][CH:41]=1)[CH3:40], predict the reactants needed to synthesize it. The reactants are: Cl[C:2]1[C:11]2=[N:12][N:13](CC3C=CC(OC)=CC=3)[CH:14]=[C:10]2[C:9]2[CH:8]=[C:7]([O:24][CH3:25])[CH:6]=[CH:5][C:4]=2[N:3]=1.[NH2:26][C:27]1[CH:42]=[CH:41][C:30]([C:31]([NH:33][CH2:34][CH2:35][N:36]([CH2:39][CH3:40])[CH2:37][CH3:38])=[O:32])=[CH:29][CH:28]=1.Cl. (2) Given the product [CH2:20]([N:27]1[CH2:28][CH2:29][N:30]([C:33]2[CH:34]=[CH:35][C:36]([NH:39][C:8]3[C:9](=[O:10])[N:5]([CH2:1][CH2:2][CH2:3][CH3:4])[S:6](=[O:19])(=[O:18])[C:7]=3[C:12]3[CH:17]=[CH:16][CH:15]=[CH:14][CH:13]=3)=[CH:37][CH:38]=2)[CH2:31][CH2:32]1)[C:21]1[CH:22]=[CH:23][CH:24]=[CH:25][CH:26]=1, predict the reactants needed to synthesize it. The reactants are: [CH2:1]([N:5]1[C:9](=[O:10])[C:8](Cl)=[C:7]([C:12]2[CH:17]=[CH:16][CH:15]=[CH:14][CH:13]=2)[S:6]1(=[O:19])=[O:18])[CH2:2][CH2:3][CH3:4].[CH2:20]([N:27]1[CH2:32][CH2:31][N:30]([C:33]2[CH:38]=[CH:37][C:36]([NH2:39])=[CH:35][CH:34]=2)[CH2:29][CH2:28]1)[C:21]1[CH:26]=[CH:25][CH:24]=[CH:23][CH:22]=1. (3) Given the product [CH2:13]([O:12][C:5]1[C:4]2[C:9](=[CH:10][CH:11]=[C:2]([CH:22]=[O:23])[CH:3]=2)[N:8]=[CH:7][CH:6]=1)[CH3:14], predict the reactants needed to synthesize it. The reactants are: Br[C:2]1[CH:3]=[C:4]2[C:9](=[CH:10][CH:11]=1)[N:8]=[CH:7][CH:6]=[C:5]2[O:12][CH2:13][CH3:14].C([Li])CCC.CN(C)[CH:22]=[O:23]. (4) Given the product [Br:15][C:11]1[CH:10]=[C:9]([NH:8][C:4]2[N:5]=[CH:6][N:7]=[C:2]([NH:22][C:18]3[CH:17]=[C:16]([NH2:23])[CH:21]=[CH:20][CH:19]=3)[CH:3]=2)[CH:14]=[CH:13][CH:12]=1, predict the reactants needed to synthesize it. The reactants are: Cl[C:2]1[N:7]=[CH:6][N:5]=[C:4]([NH:8][C:9]2[CH:14]=[CH:13][CH:12]=[C:11]([Br:15])[CH:10]=2)[CH:3]=1.[C:16]1([NH2:23])[CH:21]=[CH:20][CH:19]=[C:18]([NH2:22])[CH:17]=1. (5) Given the product [CH3:1][N:2]1[CH:10]=[C:9]2[C:4]([CH:5]=[CH:6][C:7]3[CH2:13][CH2:12][CH:11]([CH2:14][CH2:15][NH:16][C:17](=[O:20])[CH2:18][CH3:19])[C:8]=32)=[N:3]1, predict the reactants needed to synthesize it. The reactants are: [CH3:1][N:2]1[CH:10]=[C:9]2[C:4]([CH:5]=[CH:6][C:7]3[CH2:13][CH2:12][C:11](=[CH:14][CH2:15][NH:16][C:17](=[O:20])[CH2:18][CH3:19])[C:8]=32)=[N:3]1. (6) Given the product [F:31][C:29]1[CH:30]=[C:24]([O:23][CH3:22])[CH:25]=[C:26]([F:32])[C:27]=1[NH:28][C:11](=[NH:12])[CH2:10][C:9]([C:6]1[CH:5]=[CH:4][C:3]([F:2])=[CH:8][CH:7]=1)=[O:21], predict the reactants needed to synthesize it. The reactants are: Cl.[F:2][C:3]1[CH:8]=[CH:7][C:6]([C:9](=[O:21])[CH2:10][C:11](SC2C=CC(Cl)=CC=2)=[NH:12])=[CH:5][CH:4]=1.[CH3:22][O:23][C:24]1[CH:30]=[C:29]([F:31])[C:27]([NH2:28])=[C:26]([F:32])[CH:25]=1. (7) Given the product [NH2:1][C:2]1[CH:7]=[CH:6][C:5]([C:8]2[CH:13]=[CH:12][CH:11]=[C:10]([Cl:14])[CH:9]=2)=[CH:4][C:3]=1[C:15]([C:20]#[C:21][CH3:22])([C:17]#[C:18][CH3:19])[OH:16], predict the reactants needed to synthesize it. The reactants are: [NH2:1][C:2]1[CH:7]=[CH:6][C:5]([C:8]2[CH:13]=[CH:12][CH:11]=[C:10]([Cl:14])[CH:9]=2)=[CH:4][C:3]=1[C:15]([C:17]#[C:18][CH3:19])=[O:16].[C:20]([Mg]Br)#[C:21][CH3:22]. (8) Given the product [Cl:6][C:7]1[CH:18]=[C:17]([CH3:19])[CH:16]=[CH:15][C:8]=1[C:9]([CH:1]1[CH2:3][CH2:2]1)=[O:10], predict the reactants needed to synthesize it. The reactants are: [CH:1]1([Mg]Br)[CH2:3][CH2:2]1.[Cl:6][C:7]1[CH:18]=[C:17]([CH3:19])[CH:16]=[CH:15][C:8]=1[C:9](N(OC)C)=[O:10]. (9) The reactants are: [CH:1]1[N:9]2[C:4]([C:5]3([CH2:18][CH2:17][NH:16][CH2:15][CH2:14]3)[O:6][C:7]3[CH:13]=[CH:12][CH:11]=[CH:10][C:8]=32)=[CH:3][CH:2]=1.[F:19][C:20]1[CH:28]=[CH:27][C:23]([C:24](O)=[O:25])=[CH:22][C:21]=1[C:29]([F:32])([F:31])[F:30].C(N(CC)CC)C.CN(C(ON1N=NC2C=CC=NC1=2)=[N+](C)C)C.F[P-](F)(F)(F)(F)F. Given the product [F:19][C:20]1[CH:28]=[CH:27][C:23]([C:24]([N:16]2[CH2:17][CH2:18][C:5]3([O:6][C:7]4[CH:13]=[CH:12][CH:11]=[CH:10][C:8]=4[N:9]4[CH:1]=[CH:2][CH:3]=[C:4]34)[CH2:14][CH2:15]2)=[O:25])=[CH:22][C:21]=1[C:29]([F:30])([F:31])[F:32], predict the reactants needed to synthesize it. (10) Given the product [OH:1][CH:2]([CH2:25][OH:26])[CH2:3][O:4][NH:5][C:6](=[O:24])[C:7]1[CH:12]=[CH:11][C:10]([F:13])=[C:9]([F:14])[C:8]=1[NH:15][C:16]1[CH:21]=[CH:20][CH:19]=[CH:18][C:17]=1[F:23], predict the reactants needed to synthesize it. The reactants are: [OH:1][CH:2]([CH2:25][OH:26])[CH2:3][O:4][NH:5][C:6](=[O:24])[C:7]1[CH:12]=[CH:11][C:10]([F:13])=[C:9]([F:14])[C:8]=1[NH:15][C:16]1[CH:21]=[CH:20][C:19](I)=[CH:18][C:17]=1[F:23].C(N(CC)CC)C.